This data is from Reaction yield outcomes from USPTO patents with 853,638 reactions. The task is: Predict the reaction yield, written as a fraction of the theoretical maximum amount of product (1.0 means a 100% yield; for example, 0.34 means a 34% yield). (1) The catalyst is C1COCC1. The reactants are C1(P(C2C=CC=CC=2)C2C=CC=CC=2)C=CC=CC=1.CC(OC(/N=N/C(OC(C)(C)C)=O)=O)(C)C.[OH:36][CH:37]1[CH2:42][CH2:41][N:40]([CH3:43])[CH2:39][CH2:38]1.O[C:45]1[CH:46]=[CH:47][CH:48]=[C:49]2[C:54]=1[N:53]=[C:52]([NH:55][C:56]1[CH:57]=[C:58]([S:62]([NH2:65])(=[O:64])=[O:63])[CH:59]=[CH:60][CH:61]=1)[N:51]=[CH:50]2. The yield is 0.242. The product is [CH3:43][N:40]1[CH2:41][CH2:42][CH:37]([O:36][C:45]2[CH:46]=[CH:47][CH:48]=[C:49]3[C:54]=2[N:53]=[C:52]([NH:55][C:56]2[CH:57]=[C:58]([S:62]([NH2:65])(=[O:64])=[O:63])[CH:59]=[CH:60][CH:61]=2)[N:51]=[CH:50]3)[CH2:38][CH2:39]1. (2) The reactants are [CH2:1]([O:3][C:4](=[O:26])[CH2:5][N:6]1[CH:10]([C:11]2[CH:16]=[CH:15][C:14](Br)=[CH:13][CH:12]=2)[CH2:9][C:8]([C:18]2[CH:23]=[CH:22][C:21]([O:24][CH3:25])=[CH:20][CH:19]=2)=[N:7]1)[CH3:2].[CH:27]1[C:35]2[C:34]3[CH:36]=[CH:37][CH:38]=[CH:39][C:33]=3[O:32][C:31]=2[C:30](B(O)O)=[CH:29][CH:28]=1.C([O-])([O-])=O.[K+].[K+]. The catalyst is C1(C)C=CC=CC=1.O. The product is [CH2:1]([O:3][C:4](=[O:26])[CH2:5][N:6]1[CH:10]([C:11]2[CH:16]=[CH:15][C:14]([C:39]3[C:33]4[O:32][C:31]5[CH:30]=[CH:29][CH:28]=[CH:27][C:35]=5[C:34]=4[CH:36]=[CH:37][CH:38]=3)=[CH:13][CH:12]=2)[CH2:9][C:8]([C:18]2[CH:23]=[CH:22][C:21]([O:24][CH3:25])=[CH:20][CH:19]=2)=[N:7]1)[CH3:2]. The yield is 0.780. (3) The reactants are [Cl:1][C:2]1[CH:23]=[C:22]([C:24]([F:27])([F:26])[F:25])[CH:21]=[CH:20][C:3]=1[CH2:4][N:5]1[C:9](/[CH:10]=[CH:11]/[C:12](O)=[O:13])=[CH:8][C:7]([O:15][CH2:16][CH2:17][O:18][CH3:19])=[N:6]1.[CH2:28]([S:33]([NH2:36])(=[O:35])=[O:34])[CH2:29][CH2:30][CH2:31][CH3:32].N12CCCN=C1CCCCC2.Cl. The catalyst is CN(C)C=O.O. The product is [Cl:1][C:2]1[CH:23]=[C:22]([C:24]([F:27])([F:25])[F:26])[CH:21]=[CH:20][C:3]=1[CH2:4][N:5]1[C:9](/[CH:10]=[CH:11]/[C:12]([NH:36][S:33]([CH2:28][CH2:29][CH2:30][CH2:31][CH3:32])(=[O:35])=[O:34])=[O:13])=[CH:8][C:7]([O:15][CH2:16][CH2:17][O:18][CH3:19])=[N:6]1. The yield is 0.520.